Dataset: Peptide-MHC class II binding affinity with 134,281 pairs from IEDB. Task: Regression. Given a peptide amino acid sequence and an MHC pseudo amino acid sequence, predict their binding affinity value. This is MHC class II binding data. (1) The peptide sequence is AHCIGITDRDFIEGV. The MHC is DRB1_0901 with pseudo-sequence DRB1_0901. The binding affinity (normalized) is 0.0493. (2) The peptide sequence is AFKVAACAANAAPAN. The MHC is DRB1_1001 with pseudo-sequence DRB1_1001. The binding affinity (normalized) is 0.763. (3) The peptide sequence is VIPEGWKADTAYESK. The binding affinity (normalized) is 0.373. The MHC is DRB1_0101 with pseudo-sequence DRB1_0101. (4) The binding affinity (normalized) is 0.584. The MHC is HLA-DQA10401-DQB10402 with pseudo-sequence HLA-DQA10401-DQB10402. The peptide sequence is EKKYFAATQFEPLAK. (5) The peptide sequence is VRAVAESHGVAAVLF. The MHC is DRB5_0101 with pseudo-sequence DRB5_0101. The binding affinity (normalized) is 0.381. (6) The peptide sequence is VRVPVPQLQPQNPSQ. The MHC is HLA-DQA10101-DQB10501 with pseudo-sequence HLA-DQA10101-DQB10501. The binding affinity (normalized) is 0.0297. (7) The peptide sequence is EAIIRILQQLLFIHF. The MHC is HLA-DQA10301-DQB10302 with pseudo-sequence HLA-DQA10301-DQB10302. The binding affinity (normalized) is 0. (8) The peptide sequence is AAHRARANESATILM. The MHC is DRB1_1301 with pseudo-sequence DRB1_1301. The binding affinity (normalized) is 0.297. (9) The peptide sequence is KGNFQRLAITKGKVD. The MHC is DRB1_0401 with pseudo-sequence DRB1_0401. The binding affinity (normalized) is 0.579.